From a dataset of NCI-60 drug combinations with 297,098 pairs across 59 cell lines. Regression. Given two drug SMILES strings and cell line genomic features, predict the synergy score measuring deviation from expected non-interaction effect. (1) Drug 1: CN(C)C1=NC(=NC(=N1)N(C)C)N(C)C. Drug 2: CCN(CC)CCCC(C)NC1=C2C=C(C=CC2=NC3=C1C=CC(=C3)Cl)OC. Cell line: HOP-92. Synergy scores: CSS=32.4, Synergy_ZIP=-1.86, Synergy_Bliss=2.27, Synergy_Loewe=-48.2, Synergy_HSA=1.69. (2) Drug 1: C1=C(C(=O)NC(=O)N1)F. Drug 2: CCC1(CC2CC(C3=C(CCN(C2)C1)C4=CC=CC=C4N3)(C5=C(C=C6C(=C5)C78CCN9C7C(C=CC9)(C(C(C8N6C)(C(=O)OC)O)OC(=O)C)CC)OC)C(=O)OC)O.OS(=O)(=O)O. Cell line: MDA-MB-435. Synergy scores: CSS=51.7, Synergy_ZIP=-4.13, Synergy_Bliss=-5.47, Synergy_Loewe=-3.16, Synergy_HSA=0.211. (3) Drug 1: C1=NC2=C(N1)C(=S)N=C(N2)N. Drug 2: C1C(C(OC1N2C=NC3=C2NC=NCC3O)CO)O. Cell line: SNB-75. Synergy scores: CSS=9.13, Synergy_ZIP=-4.90, Synergy_Bliss=-2.72, Synergy_Loewe=-2.96, Synergy_HSA=-2.88. (4) Drug 1: C1CCC(C(C1)N)N.C(=O)(C(=O)[O-])[O-].[Pt+4]. Drug 2: CC1CCCC2(C(O2)CC(NC(=O)CC(C(C(=O)C(C1O)C)(C)C)O)C(=CC3=CSC(=N3)C)C)C. Synergy scores: CSS=34.0, Synergy_ZIP=-5.06, Synergy_Bliss=-4.88, Synergy_Loewe=-8.42, Synergy_HSA=-1.08. Cell line: MDA-MB-231.